This data is from Catalyst prediction with 721,799 reactions and 888 catalyst types from USPTO. The task is: Predict which catalyst facilitates the given reaction. (1) Product: [NH2:8][CH:9]([C:21]1[CH:26]=[CH:25][CH:24]=[CH:23][CH:22]=1)[C:10]([O:12][C@@H:13]1[CH:18]2[CH2:17][CH2:16][N:15]([CH2:20][CH2:19]2)[CH2:14]1)=[O:11]. The catalyst class is: 1. Reactant: C(OC([NH:8][CH:9]([C:21]1[CH:26]=[CH:25][CH:24]=[CH:23][CH:22]=1)[C:10]([O:12][C@@H:13]1[CH:18]2[CH2:19][CH2:20][N:15]([CH2:16][CH2:17]2)[CH2:14]1)=[O:11])=O)(C)(C)C.Cl. (2) Reactant: [H-].[Na+].Cl.[NH2:4][CH:5]1[CH2:14][C:13]2[C:8](=[CH:9][CH:10]=[CH:11][CH:12]=2)[NH:7][C:6]1=[O:15].Br[CH2:17][C:18]([O:20][CH3:21])=[O:19]. Product: [CH3:21][O:20][C:18](=[O:19])[CH2:17][N:7]1[C:8]2[C:13](=[CH:12][CH:11]=[CH:10][CH:9]=2)[CH2:14][CH:5]([NH2:4])[C:6]1=[O:15]. The catalyst class is: 3. (3) Reactant: [CH3:1][C:2]1[C:3]([C:11]([O:13]C)=[O:12])=[CH:4][C:5]2[N:9]=[N:8][NH:7][C:6]=2[CH:10]=1.[OH-].[Na+]. Product: [CH3:1][C:2]1[C:3]([C:11]([OH:13])=[O:12])=[CH:4][C:5]2[N:9]=[N:8][NH:7][C:6]=2[CH:10]=1. The catalyst class is: 24. (4) Reactant: O[CH2:2][C@H:3]1[N:8]([C:9]([C:22]2[CH:27]=[CH:26][CH:25]=[CH:24][CH:23]=2)([C:16]2[CH:21]=[CH:20][CH:19]=[CH:18][CH:17]=2)[C:10]2[CH:15]=[CH:14][CH:13]=[CH:12][CH:11]=2)[CH2:7][CH2:6][N:5]([C:28]([O:30][CH2:31][C:32]2[CH:37]=[CH:36][CH:35]=[CH:34][CH:33]=2)=[O:29])[CH2:4]1.[F:38][C:39]1[CH:40]=[C:41]([SH:45])[CH:42]=[CH:43][CH:44]=1.C(P(C(C)(C)C)C(C)(C)C)(C)(C)C.C1CCN(C(N=NC(N2CCCCC2)=O)=O)CC1.C(=O)([O-])O.[Na+]. Product: [F:38][C:39]1[CH:40]=[C:41]([S:45][CH2:2][C@H:3]2[N:8]([C:9]([C:22]3[CH:23]=[CH:24][CH:25]=[CH:26][CH:27]=3)([C:16]3[CH:21]=[CH:20][CH:19]=[CH:18][CH:17]=3)[C:10]3[CH:11]=[CH:12][CH:13]=[CH:14][CH:15]=3)[CH2:7][CH2:6][N:5]([C:28]([O:30][CH2:31][C:32]3[CH:37]=[CH:36][CH:35]=[CH:34][CH:33]=3)=[O:29])[CH2:4]2)[CH:42]=[CH:43][CH:44]=1. The catalyst class is: 11. (5) Reactant: [N:1]([CH2:4][CH2:5][C:6]1[CH:7]=[CH:8][C:9]2[N:13]=[C:12]([C:14]3[CH:19]=[CH:18][CH:17]=[CH:16][CH:15]=3)[NH:11][C:10]=2[CH:20]=1)=[N+]=[N-]. Product: [C:14]1([C:12]2[NH:11][C:10]3[CH:20]=[C:6]([CH2:5][CH2:4][NH2:1])[CH:7]=[CH:8][C:9]=3[N:13]=2)[CH:19]=[CH:18][CH:17]=[CH:16][CH:15]=1. The catalyst class is: 29. (6) Reactant: [CH2:1]([C:3]1[CH:8]=[CH:7][C:6]([C:9]2[O:10]CC(C)(C)N=2)=[CH:5][CH:4]=1)[CH3:2].CCCCCC.C([Li])CCC.[CH2:27]([N:34]1[CH2:39][CH2:38][C:37](=[O:40])[CH2:36][CH2:35]1)[C:28]1[CH:33]=[CH:32][CH:31]=[CH:30][CH:29]=1.[ClH:41].[OH-].[Na+]. Product: [ClH:41].[CH2:27]([N:34]1[CH2:39][CH2:38][C:37]2([C:7]3[C:6](=[CH:5][CH:4]=[C:3]([CH2:1][CH3:2])[CH:8]=3)[C:9](=[O:10])[O:40]2)[CH2:36][CH2:35]1)[C:28]1[CH:29]=[CH:30][CH:31]=[CH:32][CH:33]=1. The catalyst class is: 7. (7) Reactant: [ClH:1].[N:2]12[CH2:9][CH2:8][CH:5]([CH2:6][CH2:7]1)[C@@H:4]([NH:10][C:11]([C:13]1[S:14][C:15]3[C:21]([C:22]#[N:23])=[CH:20][CH:19]=[CH:18][C:16]=3[CH:17]=1)=[O:12])[CH2:3]2.Cl.[NH2:25][OH:26].C(=O)([O-])[O-].[K+].[K+].O. Product: [ClH:1].[ClH:1].[NH2:23]/[C:22](=[N:25]\[OH:26])/[C:21]1[C:15]2[S:14][C:13]([C:11]([NH:10][C@@H:4]3[CH:5]4[CH2:6][CH2:7][N:2]([CH2:9][CH2:8]4)[CH2:3]3)=[O:12])=[CH:17][C:16]=2[CH:18]=[CH:19][CH:20]=1. The catalyst class is: 8. (8) Reactant: [NH2:1][C:2]1[CH:19]=[CH:18][C:5]2[N:6]=[C:7]([NH:9][C:10](=[O:17])[C:11]3[CH:16]=[CH:15][CH:14]=[CH:13][CH:12]=3)[S:8][C:4]=2[CH:3]=1.Cl[C:21]1[N:26]=[C:25]([N:27]2[CH2:32][CH2:31][N:30]([CH3:33])[CH2:29][CH2:28]2)[CH:24]=[CH:23][N:22]=1.CN(C)C=O.ClCCl. Product: [CH3:33][N:30]1[CH2:29][CH2:28][N:27]([C:25]2[CH:24]=[CH:23][N:22]=[C:21]([NH:1][C:2]3[CH:19]=[CH:18][C:5]4[N:6]=[C:7]([NH:9][C:10](=[O:17])[C:11]5[CH:16]=[CH:15][CH:14]=[CH:13][CH:12]=5)[S:8][C:4]=4[CH:3]=3)[N:26]=2)[CH2:32][CH2:31]1. The catalyst class is: 357.